From a dataset of Full USPTO retrosynthesis dataset with 1.9M reactions from patents (1976-2016). Predict the reactants needed to synthesize the given product. Given the product [Br:1][C:2]1[S:6][C:5]([CH2:7][CH3:8])=[C:4]([C:10]([O:12][CH2:13][CH3:14])=[O:11])[CH:3]=1, predict the reactants needed to synthesize it. The reactants are: [Br:1][C:2]1[S:6][C:5]([CH:7](O)[CH3:8])=[C:4]([C:10]([O:12][CH2:13][CH3:14])=[O:11])[CH:3]=1.C([SiH](CC)CC)C.